Task: Predict which catalyst facilitates the given reaction.. Dataset: Catalyst prediction with 721,799 reactions and 888 catalyst types from USPTO (1) Reactant: [CH3:1][C:2]1([CH3:24])[CH:3]([NH:16]C(=O)OC(C)(C)C)[C:4](=[O:15])[N:5]([C:9]2[CH:14]=[CH:13][CH:12]=[CH:11][CH:10]=2)[CH2:6][CH:7]=[CH:8]1.Cl. Product: [NH2:16][CH:3]1[C:2]([CH3:24])([CH3:1])[CH:8]=[CH:7][CH2:6][N:5]([C:9]2[CH:14]=[CH:13][CH:12]=[CH:11][CH:10]=2)[C:4]1=[O:15]. The catalyst class is: 12. (2) Reactant: [C:1]1([C:7]2[N:16]=[CH:15][C:14]3[C:9](=[CH:10][C:11](B4OC(C)(C)C(C)(C)O4)=[CH:12][CH:13]=3)[N:8]=2)[CH:6]=[CH:5][CH:4]=[CH:3][CH:2]=1.[CH:26]1([N:30]2[C:34]3[N:35]=[CH:36][N:37]=[C:38]([NH2:39])[C:33]=3[C:32](I)=[CH:31]2)[CH2:29][CH2:28][CH2:27]1.C([O-])([O-])=O.[Na+].[Na+]. Product: [CH:26]1([N:30]2[C:34]3[N:35]=[CH:36][N:37]=[C:38]([NH2:39])[C:33]=3[C:32]([C:11]3[CH:10]=[C:9]4[C:14]([CH:15]=[N:16][C:7]([C:1]5[CH:2]=[CH:3][CH:4]=[CH:5][CH:6]=5)=[N:8]4)=[CH:13][CH:12]=3)=[CH:31]2)[CH2:27][CH2:28][CH2:29]1. The catalyst class is: 73. (3) Reactant: [CH3:1][O:2][C:3]1[CH:22]=[C:21]([N+:23]([O-])=O)[CH:20]=[CH:19][C:4]=1[O:5][CH2:6][CH2:7][O:8][CH2:9][CH2:10][NH:11][C:12](=[O:18])[O:13][C:14]([CH3:17])([CH3:16])[CH3:15]. Product: [NH2:23][C:21]1[CH:20]=[CH:19][C:4]([O:5][CH2:6][CH2:7][O:8][CH2:9][CH2:10][NH:11][C:12](=[O:18])[O:13][C:14]([CH3:15])([CH3:16])[CH3:17])=[C:3]([O:2][CH3:1])[CH:22]=1. The catalyst class is: 19. (4) Reactant: [Br:1][C:2]1[CH:3]=[C:4]([CH:18]=[CH:19][C:20]=1[O:21][Si:22]([CH:29]([CH3:31])[CH3:30])([CH:26]([CH3:28])[CH3:27])[CH:23]([CH3:25])[CH3:24])[CH2:5][N:6]1[C:14]2[C:9](=[C:10]([NH2:16])[CH:11]=[CH:12][C:13]=2[CH3:15])[CH:8]=[C:7]1[CH3:17].C(N(CC)CC)C.C(C(C(Cl)=O)[C:42](Cl)=[O:43])C.[C:48]([O:51][CH2:52][CH3:53])(=[O:50])[CH3:49]. The catalyst class is: 4. Product: [Br:1][C:2]1[CH:3]=[C:4]([CH:18]=[CH:19][C:20]=1[O:21][Si:22]([CH:23]([CH3:24])[CH3:25])([CH:29]([CH3:31])[CH3:30])[CH:26]([CH3:28])[CH3:27])[CH2:5][N:6]1[C:14]2[C:9](=[C:10]([NH:16][C:42](=[O:43])[CH2:49][C:48]([O:51][CH2:52][CH3:53])=[O:50])[CH:11]=[CH:12][C:13]=2[CH3:15])[CH:8]=[C:7]1[CH3:17]. (5) Reactant: [N:1]1([C:7]2[CH:12]=[CH:11][C:10]([NH:13][C:14](=[O:19])[C:15]([O:17][CH3:18])=[O:16])=[CH:9][CH:8]=2)[CH2:6][CH2:5]O[CH2:3][CH2:2]1.[C:20]([N:23]1CCN(C2C=CC(N)=CC=2)CC1)(=[O:22])[CH3:21].C(N(C(C)C)C(C)C)C. Product: [C:20]([N:23]1[CH2:5][CH2:6][N:1]([C:7]2[CH:12]=[CH:11][C:10]([NH:13][C:14](=[O:19])[C:15]([O:17][CH3:18])=[O:16])=[CH:9][CH:8]=2)[CH2:2][CH2:3]1)(=[O:22])[CH3:21]. The catalyst class is: 66. (6) Product: [C:53]([O:52][C:51](=[O:57])[N:50]([C:47]1[CH:46]=[C:45]([O:59][CH3:60])[C:44]([N:68]=[C:67]([C:61]2[CH:66]=[CH:65][CH:64]=[CH:63][CH:62]=2)[C:69]2[CH:74]=[CH:73][CH:72]=[CH:71][CH:70]=2)=[CH:49][N:48]=1)[CH3:58])([CH3:56])([CH3:55])[CH3:54]. The catalyst class is: 62. Reactant: CC1(C)C2C(=C(P(C3C=CC=CC=3)C3C=CC=CC=3)C=CC=2)OC2C(P(C3C=CC=CC=3)C3C=CC=CC=3)=CC=CC1=2.I[C:44]1[C:45]([O:59][CH3:60])=[CH:46][C:47]([N:50]([CH3:58])[C:51](=[O:57])[O:52][C:53]([CH3:56])([CH3:55])[CH3:54])=[N:48][CH:49]=1.[C:61]1([C:67]([C:69]2[CH:74]=[CH:73][CH:72]=[CH:71][CH:70]=2)=[NH:68])[CH:66]=[CH:65][CH:64]=[CH:63][CH:62]=1.C([O-])([O-])=O.[Cs+].[Cs+].